Dataset: Forward reaction prediction with 1.9M reactions from USPTO patents (1976-2016). Task: Predict the product of the given reaction. Given the reactants [F:1][C:2]1[CH:3]=[CH:4][C:5]([N+:9]([O-])=O)=[C:6]([OH:8])[CH:7]=1.CI.[C:14]([O-])([O-])=O.[K+].[K+], predict the reaction product. The product is: [F:1][C:2]1[CH:3]=[CH:4][C:5]([NH2:9])=[C:6]([O:8][CH3:14])[CH:7]=1.